This data is from Catalyst prediction with 721,799 reactions and 888 catalyst types from USPTO. The task is: Predict which catalyst facilitates the given reaction. (1) The catalyst class is: 62. Product: [Cl:1][C:2]1[C:3]([C:8]2[CH:9]=[C:10]3[C:14](=[CH:15][CH:16]=2)[N:13]([CH2:17][O:18][CH2:19][CH2:20][Si:21]([CH3:22])([CH3:24])[CH3:23])[N:12]=[C:11]3[NH:25][C:27]2[CH:32]=[N:31][CH:30]=[CH:29][N:28]=2)=[N:4][CH:5]=[CH:6][CH:7]=1. Reactant: [Cl:1][C:2]1[C:3]([C:8]2[CH:9]=[C:10]3[C:14](=[CH:15][CH:16]=2)[N:13]([CH2:17][O:18][CH2:19][CH2:20][Si:21]([CH3:24])([CH3:23])[CH3:22])[N:12]=[C:11]3[NH2:25])=[N:4][CH:5]=[CH:6][CH:7]=1.Cl[C:27]1[CH:32]=[N:31][CH:30]=[CH:29][N:28]=1.CC1(C)C2C=CC=C(P(C3C=CC=CC=3)C3C=CC=CC=3)C=2OC2C1=CC=CC=2P(C1C=CC=CC=1)C1C=CC=CC=1.C(=O)([O-])[O-].[Cs+].[Cs+].[Cl-].[NH4+]. (2) Reactant: [Cl:1][C:2]1[CH:10]=[C:9]2[C:5]([CH:6]=[C:7]([C:12]3[CH:13]=[N:14][CH:15]=[C:16]([CH:18]=[O:19])[CH:17]=3)[N:8]2[CH3:11])=[CH:4][CH:3]=1.ClS([N:24]=[C:25]=O)(=O)=O.CN(C=O)C.C([O-])(O)=O.[Na+].C(N(CC)CC)C. Product: [Cl:1][C:2]1[CH:10]=[C:9]2[C:5]([C:6]([C:25]#[N:24])=[C:7]([C:12]3[CH:13]=[N:14][CH:15]=[C:16]([CH:18]=[O:19])[CH:17]=3)[N:8]2[CH3:11])=[CH:4][CH:3]=1. The catalyst class is: 10. (3) Reactant: [N+:1]([C:4]1[CH:5]=[C:6]([CH:10]=[C:11]([C:13]([F:16])([F:15])[F:14])[CH:12]=1)[C:7]([OH:9])=[O:8])([O-:3])=[O:2].[C:17](Cl)(=O)C. Product: [N+:1]([C:4]1[CH:5]=[C:6]([CH:10]=[C:11]([C:13]([F:14])([F:15])[F:16])[CH:12]=1)[C:7]([O:9][CH3:17])=[O:8])([O-:3])=[O:2]. The catalyst class is: 5. (4) Reactant: [CH3:1][C:2]1[CH:6]=[CH:5][S:4][C:3]=1[C:7]1[C:8](=[O:34])[NH:9][C:10](=[O:33])[N:11]([CH2:13][CH2:14][CH2:15][CH2:16][N:17]2[CH2:22][C@H:21]3[C@:19]([C:23]4[CH:28]=[CH:27][C:26]([C:29]([F:32])([F:31])[F:30])=[CH:25][CH:24]=4)([CH2:20]3)[CH2:18]2)[CH:12]=1.[ClH:35]. Product: [ClH:35].[CH3:1][C:2]1[CH:6]=[CH:5][S:4][C:3]=1[C:7]1[C:8](=[O:34])[NH:9][C:10](=[O:33])[N:11]([CH2:13][CH2:14][CH2:15][CH2:16][N:17]2[CH2:22][C@H:21]3[C@:19]([C:23]4[CH:28]=[CH:27][C:26]([C:29]([F:30])([F:32])[F:31])=[CH:25][CH:24]=4)([CH2:20]3)[CH2:18]2)[CH:12]=1. The catalyst class is: 12. (5) Reactant: [Cl:1][C:2]1[C:3]([F:22])=[CH:4][CH:5]=[C:6]2[C:11]=1[O:10][C:9]([CH3:13])([CH3:12])[CH2:8][C@H:7]2[NH:14]C(=O)OC(C)(C)C.CO.Cl. Product: [Cl:1][C:2]1[C:3]([F:22])=[CH:4][CH:5]=[C:6]2[C:11]=1[O:10][C:9]([CH3:12])([CH3:13])[CH2:8][C@H:7]2[NH2:14]. The catalyst class is: 6. (6) Reactant: [N+:1]([C:4]1[CH:9]=[CH:8][CH:7]=[C:6]([CH2:10][CH:11]=[CH2:12])[C:5]=1[OH:13])([O-:3])=[O:2].[CH3:14][O:15][C:16](=[O:19])[CH2:17]Br.C([O-])([O-])=O.[K+].[K+]. Product: [N+:1]([C:4]1[CH:9]=[CH:8][CH:7]=[C:6]([CH2:10][CH:11]=[CH2:12])[C:5]=1[O:13][CH2:17][C:16]([O:15][CH3:14])=[O:19])([O-:3])=[O:2]. The catalyst class is: 21. (7) Reactant: [OH-].[K+].[CH3:3][NH:4][CH:5]1[CH2:9][N:8]([CH3:10])[CH2:7][CH2:6]1.F[C:12]1[CH:17]=[CH:16][C:15]([N+:18]([O-:20])=[O:19])=[CH:14][CH:13]=1. Product: [CH3:3][N:4]([CH:5]1[CH2:6][CH2:7][N:8]([CH3:10])[CH2:9]1)[C:12]1[CH:17]=[CH:16][C:15]([N+:18]([O-:20])=[O:19])=[CH:14][CH:13]=1. The catalyst class is: 16. (8) Reactant: [NH2:1][C:2]1[N:10]=[CH:9][N:8]=[C:7]2[C:3]=1[N:4]=[C:5]([SH:11])[NH:6]2.CC1C=CC2C=CC3C=CC(C)=NC=3C=2N=1.CC(C)([O-])C.[K+].I[C:35]1[CH:40]=[CH:39][C:38]([C:41]([F:44])([F:43])[F:42])=[CH:37][CH:36]=1. Product: [F:42][C:41]([F:44])([F:43])[C:38]1[CH:39]=[CH:40][C:35]([S:11][C:5]2[NH:6][C:7]3[C:3]([N:4]=2)=[C:2]([NH2:1])[N:10]=[CH:9][N:8]=3)=[CH:36][CH:37]=1. The catalyst class is: 3.